The task is: Predict the product of the given reaction.. This data is from Forward reaction prediction with 1.9M reactions from USPTO patents (1976-2016). Given the reactants [N:1]12[CH2:8][CH2:7][CH:4]([CH2:5][CH2:6]1)[C@@H:3]([O:9][C:10](=[O:25])[C@@H:11]([C:19]1[CH:24]=[CH:23][CH:22]=[CH:21][CH:20]=1)[NH:12][C:13]1[CH:18]=[CH:17][CH:16]=[CH:15][CH:14]=1)[CH2:2]2.[Br:26][CH2:27][C:28]([C:30]1[CH:35]=[CH:34][C:33]([F:36])=[CH:32][C:31]=1[F:37])=[O:29], predict the reaction product. The product is: [Br-:26].[F:37][C:31]1[CH:32]=[C:33]([F:36])[CH:34]=[CH:35][C:30]=1[C:28](=[O:29])[CH2:27][N+:1]12[CH2:6][CH2:5][CH:4]([CH2:7][CH2:8]1)[C@@H:3]([O:9][C:10](=[O:25])[CH:11]([C:19]1[CH:24]=[CH:23][CH:22]=[CH:21][CH:20]=1)[NH:12][C:13]1[CH:18]=[CH:17][CH:16]=[CH:15][CH:14]=1)[CH2:2]2.